Predict the reactants needed to synthesize the given product. From a dataset of Full USPTO retrosynthesis dataset with 1.9M reactions from patents (1976-2016). (1) Given the product [CH3:13][C:7]1[CH:8]=[CH:9][CH:10]=[C:11]2[C:6]=1[C:5](=[O:14])[N:4]([C:15]1[CH:20]=[CH:19][CH:18]=[CH:17][C:16]=1[CH3:21])[C:3]([CH2:2][NH:23][CH3:22])=[CH:12]2, predict the reactants needed to synthesize it. The reactants are: Br[CH2:2][C:3]1[N:4]([C:15]2[CH:20]=[CH:19][CH:18]=[CH:17][C:16]=2[CH3:21])[C:5](=[O:14])[C:6]2[C:11]([CH:12]=1)=[CH:10][CH:9]=[CH:8][C:7]=2[CH3:13].[CH3:22][NH2:23]. (2) The reactants are: CS[C:3]1[N:4]=[C:5]([CH2:12][C:13]2[CH:17]=[CH:16][S:15][CH:14]=2)[NH:6][C:7](=[O:11])[C:8]=1[C:9]#[N:10].[O:18]1[C:22]2([CH2:27][CH2:26][NH:25][CH2:24][CH2:23]2)[O:21][CH2:20][CH2:19]1. Given the product [O:18]1[C:22]2([CH2:27][CH2:26][N:25]([C:3]3[N:4]=[C:5]([CH2:12][C:13]4[CH:17]=[CH:16][S:15][CH:14]=4)[NH:6][C:7](=[O:11])[C:8]=3[C:9]#[N:10])[CH2:24][CH2:23]2)[O:21][CH2:20][CH2:19]1, predict the reactants needed to synthesize it.